This data is from Forward reaction prediction with 1.9M reactions from USPTO patents (1976-2016). The task is: Predict the product of the given reaction. (1) The product is: [ClH:31].[CH3:1][C@@H:2]1[CH2:3][NH:4][CH2:5][C@H:6]1[O:7][C:8]1[C:17]2[C:12](=[CH:13][CH:14]=[CH:15][CH:16]=2)[CH:11]=[C:10]([C:18]2[NH:22][C:21](=[O:23])[NH:20][N:19]=2)[N:9]=1. Given the reactants [CH3:1][C@H:2]1[C@H:6]([O:7][C:8]2[C:17]3[C:12](=[CH:13][CH:14]=[CH:15][CH:16]=3)[CH:11]=[C:10]([C:18]3[NH:22][C:21](=[O:23])[NH:20][N:19]=3)[N:9]=2)[CH2:5][N:4](C(OC(C)(C)C)=O)[CH2:3]1.[ClH:31].O1CCOCC1, predict the reaction product. (2) Given the reactants [Cl:1][C:2]1[CH:3]=[C:4]([C:8]2[C:13]([O:14][CH3:15])=[CH:12][CH:11]=[C:10]([CH2:16][C:17]3[CH:18]=[CH:19][C:20](F)=[N:21][CH:22]=3)[C:9]=2[F:24])[CH:5]=[CH:6][CH:7]=1.[N+](C1C=C(B(O)O)C=CC=1)([O-])=[O:26].N12[CH2:47][CH2:46][CH2:45][N:44]=[C:43]1CCCCC2, predict the reaction product. The product is: [Cl:1][C:2]1[CH:3]=[C:4]([C:8]2[C:13]([O:14][CH3:15])=[CH:12][CH:11]=[C:10]([CH2:16][C:17]3[CH:18]=[CH:19][C:20]([N:44]4[CH2:43][CH2:47][CH:46]([OH:26])[CH2:45]4)=[N:21][CH:22]=3)[C:9]=2[F:24])[CH:5]=[CH:6][CH:7]=1. (3) Given the reactants [O:1]=[C:2]1[CH2:7][CH2:6][CH2:5][C:4]2([CH2:12][CH2:11][N:10](C(OC(C)(C)C)=O)[CH2:9][CH2:8]2)[N:3]1[CH2:20][C:21]1[CH:29]=[CH:28][CH:27]=[C:26]2[C:22]=1[CH:23]=[CH:24][N:25]2[S:30]([C:33]1[CH:39]=[CH:38][C:36]([CH3:37])=[CH:35][CH:34]=1)(=[O:32])=[O:31], predict the reaction product. The product is: [S:30]([N:25]1[C:26]2[C:22](=[C:21]([CH2:20][N:3]3[C:4]4([CH2:12][CH2:11][NH:10][CH2:9][CH2:8]4)[CH2:5][CH2:6][CH2:7][C:2]3=[O:1])[CH:29]=[CH:28][CH:27]=2)[CH:23]=[CH:24]1)([C:33]1[CH:34]=[CH:35][C:36]([CH3:37])=[CH:38][CH:39]=1)(=[O:31])=[O:32].